Dataset: Forward reaction prediction with 1.9M reactions from USPTO patents (1976-2016). Task: Predict the product of the given reaction. (1) Given the reactants [NH2:1][C:2]1(C#N)[CH2:7][C:6]([Cl:8])=[C:5]([F:9])[C:4](=[O:10])[N:3]1[CH3:11].S(=O)(=O)(O)O, predict the reaction product. The product is: [Cl:8][C:6]1[C:7]2[C:4](=[O:10])[NH:3][CH:2]=[N:1][C:2]=2[N:3]([CH3:11])[C:4](=[O:10])[C:5]=1[F:9]. (2) Given the reactants C([C:4]1[CH:5]=[C:6]([NH:11][C:12]([C:14]2[CH:19]=[CH:18][C:17]([Cl:20])=[CH:16][N:15]=2)=[O:13])[CH:7]=[CH:8][C:9]=1[F:10])(=O)C.[CH:21]([Mg]Cl)=[CH2:22].C([O:27][CH2:28][CH3:29])C, predict the reaction product. The product is: [F:10][C:9]1[CH:8]=[CH:7][C:6]([NH:11][C:12]([C:14]2[CH:19]=[CH:18][C:17]([Cl:20])=[CH:16][N:15]=2)=[O:13])=[CH:5][C:4]=1[C:28]([OH:27])([CH3:29])[CH:21]=[CH2:22]. (3) Given the reactants Cl.[CH2:2]([NH:6][C:7]([CH3:11])([CH3:10])[CH2:8][OH:9])[CH:3]([CH3:5])[CH3:4].O=S(Cl)Cl.[CH3:16][C:17]1[CH:22]=[C:21]([N+:23]([O-:25])=[O:24])[CH:20]=[CH:19][C:18]=1[N:26]=[C:27]=[S:28].CCN(CC)CC, predict the reaction product. The product is: [CH2:2]([NH:6][C:7]([CH3:11])([CH3:10])[CH2:8][OH:9])[CH:3]([CH3:5])[CH3:4].[CH3:16][C:17]1[CH:22]=[C:21]([N+:23]([O-:25])=[O:24])[CH:20]=[CH:19][C:18]=1[N:26]=[C:27]1[N:6]([CH2:2][CH:3]([CH3:5])[CH3:4])[C:7]([CH3:11])([CH3:10])[CH2:8][S:28]1.